Dataset: Forward reaction prediction with 1.9M reactions from USPTO patents (1976-2016). Task: Predict the product of the given reaction. (1) Given the reactants [NH2:1][CH:2]([CH3:10])[CH:3]([C:5]1[S:6][CH:7]=[CH:8][N:9]=1)[OH:4].C(N(C(C)C)CC)(C)C.Cl[C:21](Cl)([O:23]C(=O)OC(Cl)(Cl)Cl)Cl, predict the reaction product. The product is: [CH3:10][C@H:2]1[C@H:3]([C:5]2[S:6][CH:7]=[CH:8][N:9]=2)[O:4][C:21](=[O:23])[NH:1]1. (2) Given the reactants [F:1][CH2:2][C:3]([NH:5][CH2:6][CH:7]([C:10]1[C:19]2[C:14](=[CH:15][CH:16]=[C:17]([O:20][CH3:21])[CH:18]=2)[CH:13]=[CH:12][CH:11]=1)[CH2:8][OH:9])=[O:4].C(N(CC)CC)C.[CH3:29][S:30](Cl)(=[O:32])=[O:31].O, predict the reaction product. The product is: [CH3:29][S:30]([O:9][CH2:8][CH:7]([C:10]1[C:19]2[C:14](=[CH:15][CH:16]=[C:17]([O:20][CH3:21])[CH:18]=2)[CH:13]=[CH:12][CH:11]=1)[CH2:6][NH:5][C:3](=[O:4])[CH2:2][F:1])(=[O:32])=[O:31]. (3) Given the reactants [OH:1][CH2:2][C:3]1[C:30]([CH3:31])=[CH:29][C:6]([O:7][CH2:8][CH2:9][N:10]2[CH2:28][CH2:27][C:13]3([O:18][CH2:17][CH2:16][N:15]([C:19]([C:21]4[N:22]=[C:23]([CH3:26])[S:24][CH:25]=4)=[O:20])[CH2:14]3)[CH2:12][CH2:11]2)=[C:5]([CH3:32])[CH:4]=1, predict the reaction product. The product is: [CH3:31][C:30]1[CH:29]=[C:6]([O:7][CH2:8][CH2:9][N:10]2[CH2:11][CH2:12][C:13]3([O:18][CH2:17][CH2:16][N:15]([C:19]([C:21]4[N:22]=[C:23]([CH3:26])[S:24][CH:25]=4)=[O:20])[CH2:14]3)[CH2:27][CH2:28]2)[C:5]([CH3:32])=[CH:4][C:3]=1[CH:2]=[O:1]. (4) Given the reactants [CH3:1][C:2]1[CH:7]=[CH:6][C:5]([C:8]2[C:9]([C:15]([OH:17])=O)=[CH:10][CH:11]=[C:12]([CH3:14])[CH:13]=2)=[CH:4][CH:3]=1.[NH2:18][C:19]1[CH:41]=[CH:40][C:22]([O:23][CH2:24][CH2:25][C:26]2[N:31]=[C:30]([NH:32][C:33](=[O:39])[O:34][C:35]([CH3:38])([CH3:37])[CH3:36])[CH:29]=[CH:28][CH:27]=2)=[CH:21][CH:20]=1.ON1C2C=CC=CC=2N=N1.Cl.CN(C)CCCN=C=NCC, predict the reaction product. The product is: [CH3:1][C:2]1[CH:3]=[CH:4][C:5]([C:8]2[CH:13]=[C:12]([CH3:14])[CH:11]=[CH:10][C:9]=2[C:15]([NH:18][C:19]2[CH:20]=[CH:21][C:22]([O:23][CH2:24][CH2:25][C:26]3[N:31]=[C:30]([NH:32][C:33](=[O:39])[O:34][C:35]([CH3:38])([CH3:36])[CH3:37])[CH:29]=[CH:28][CH:27]=3)=[CH:40][CH:41]=2)=[O:17])=[CH:6][CH:7]=1. (5) Given the reactants C([N:8]1[C:16]2[C:11](=[CH:12][C:13]([CH2:20][N:21]3[CH2:26][CH2:25][S:24](=[O:28])(=[O:27])[CH2:23][CH2:22]3)=[CH:14][C:15]=2[N+:17]([O-:19])=[O:18])[C:10]([Br:29])=[C:9]1[C:30]1[CH:35]=[CH:34][CH:33]=[CH:32][CH:31]=1)(OC(C)(C)C)=O.Cl, predict the reaction product. The product is: [Br:29][C:10]1[C:11]2[C:16](=[C:15]([N+:17]([O-:19])=[O:18])[CH:14]=[C:13]([CH2:20][N:21]3[CH2:26][CH2:25][S:24](=[O:27])(=[O:28])[CH2:23][CH2:22]3)[CH:12]=2)[NH:8][C:9]=1[C:30]1[CH:31]=[CH:32][CH:33]=[CH:34][CH:35]=1.